Dataset: Peptide-MHC class I binding affinity with 185,985 pairs from IEDB/IMGT. Task: Regression. Given a peptide amino acid sequence and an MHC pseudo amino acid sequence, predict their binding affinity value. This is MHC class I binding data. (1) The peptide sequence is SEMVMCGGSL. The MHC is HLA-B44:03 with pseudo-sequence HLA-B44:03. The binding affinity (normalized) is 0.768. (2) The binding affinity (normalized) is 0.0428. The peptide sequence is KFNPMKTYI. The MHC is HLA-B57:01 with pseudo-sequence HLA-B57:01. (3) The peptide sequence is YHRPLTGYM. The MHC is Mamu-B17 with pseudo-sequence Mamu-B17. The binding affinity (normalized) is 0.169. (4) The peptide sequence is KIMEIVSHLR. The MHC is HLA-A03:01 with pseudo-sequence HLA-A03:01. The binding affinity (normalized) is 0.603. (5) The peptide sequence is MLASIDLKY. The binding affinity (normalized) is 0.942. The MHC is HLA-A29:02 with pseudo-sequence HLA-A29:02.